From a dataset of Forward reaction prediction with 1.9M reactions from USPTO patents (1976-2016). Predict the product of the given reaction. (1) Given the reactants [Cl:1][C:2]1[N:7]=[C:6](Cl)[C:5]([C:9]([F:12])([F:11])[F:10])=[CH:4][N:3]=1.C(O)(=O)C, predict the reaction product. The product is: [Cl:1][C:2]1[N:3]=[CH:4][C:5]([C:9]([F:12])([F:10])[F:11])=[CH:6][N:7]=1. (2) The product is: [CH3:13][C:7]1[N:8]2[C:4](=[N:2][NH:3][C:10]2=[O:11])[S:5][CH:6]=1. Given the reactants Cl.[NH:2]([C:4]1[S:5][CH:6]=[CH:7][N:8]=1)[NH2:3].N[C:10](N)=[O:11].[CH3:13]N(C=O)C, predict the reaction product. (3) The product is: [NH2:29][C:26]1[CH:25]=[CH:24][C:23]([N:9]2[C:10]([CH3:22])=[C:11]([C:13]([NH:15][N:16]3[CH2:21][CH2:20][CH2:19][CH2:18][CH2:17]3)=[O:14])[N:12]=[C:8]2[C:3]2[CH:4]=[CH:5][CH:6]=[CH:7][C:2]=2[Cl:1])=[CH:28][CH:27]=1. Given the reactants [Cl:1][C:2]1[CH:7]=[CH:6][CH:5]=[CH:4][C:3]=1[C:8]1[N:9]([C:23]2[CH:28]=[CH:27][C:26]([N+:29]([O-])=O)=[CH:25][CH:24]=2)[C:10]([CH3:22])=[C:11]([C:13]([NH:15][N:16]2[CH2:21][CH2:20][CH2:19][CH2:18][CH2:17]2)=[O:14])[N:12]=1, predict the reaction product. (4) Given the reactants [F:1][C:2]1[CH:7]=[CH:6][C:5]([CH:8]2[C:12](=[O:13])[CH2:11][CH2:10][C:9]2=O)=[CH:4][CH:3]=1.P(Br)(Br)([Br:17])=O, predict the reaction product. The product is: [Br:17][C:9]1[CH2:10][CH2:11][C:12](=[O:13])[C:8]=1[C:5]1[CH:6]=[CH:7][C:2]([F:1])=[CH:3][CH:4]=1. (5) Given the reactants [F:1][C:2]1[CH:7]=[CH:6][CH:5]=[CH:4][C:3]=1[N:8]=[C:9]=[O:10].[CH2:11]([O:13][C:14]([C:16]1([CH2:21][O:22][C:23]2[CH:28]=[CH:27][C:26]([C:29]3[CH:34]=[CH:33][C:32]([F:35])=[CH:31][CH:30]=3)=[CH:25][CH:24]=2)[CH2:20][CH2:19][NH:18][CH2:17]1)=[O:15])[CH3:12], predict the reaction product. The product is: [CH2:11]([O:13][C:14]([C:16]1([CH2:21][O:22][C:23]2[CH:28]=[CH:27][C:26]([C:29]3[CH:30]=[CH:31][C:32]([F:35])=[CH:33][CH:34]=3)=[CH:25][CH:24]=2)[CH2:20][CH2:19][N:18]([C:9](=[O:10])[NH:8][C:3]2[CH:4]=[CH:5][CH:6]=[CH:7][C:2]=2[F:1])[CH2:17]1)=[O:15])[CH3:12].